Dataset: Full USPTO retrosynthesis dataset with 1.9M reactions from patents (1976-2016). Task: Predict the reactants needed to synthesize the given product. Given the product [N:16]1([C:2]2[CH:3]=[C:4]([CH:8]=[C:9]([O:11][C:12]([F:15])([F:14])[F:13])[CH:10]=2)[C:5]([OH:7])=[O:6])[CH2:20][CH2:19][CH2:18][CH2:17]1, predict the reactants needed to synthesize it. The reactants are: Br[C:2]1[CH:3]=[C:4]([CH:8]=[C:9]([O:11][C:12]([F:15])([F:14])[F:13])[CH:10]=1)[C:5]([OH:7])=[O:6].[NH:16]1[CH2:20][CH2:19][CH2:18][CH2:17]1.C(=O)([O-])[O-].[Cs+].[Cs+].N1C2C(=CC=C3C=2N=CC=C3)C=CC=1.Cl.